Dataset: Catalyst prediction with 721,799 reactions and 888 catalyst types from USPTO. Task: Predict which catalyst facilitates the given reaction. (1) Reactant: [CH2:1]([O:8][C:9]1[CH:14]=[C:13]([O:15][CH2:16][C:17]2[CH:22]=[CH:21][CH:20]=[CH:19][CH:18]=2)[CH:12]=[C:11]([O:23][C:24]2[CH:29]=[CH:28][C:27]([N+:30]([O-:32])=[O:31])=[CH:26][CH:25]=2)[C:10]=1[C:33](=[O:42])[CH2:34][C:35](=O)[C:36]([O:38][CH2:39][CH3:40])=[O:37])[C:2]1[CH:7]=[CH:6][CH:5]=[CH:4][CH:3]=1.Cl.[NH2:44]O. Product: [CH2:1]([O:8][C:9]1[CH:14]=[C:13]([O:15][CH2:16][C:17]2[CH:18]=[CH:19][CH:20]=[CH:21][CH:22]=2)[CH:12]=[C:11]([O:23][C:24]2[CH:25]=[CH:26][C:27]([N+:30]([O-:32])=[O:31])=[CH:28][CH:29]=2)[C:10]=1[C:33]1[O:42][N:44]=[C:35]([C:36]([O:38][CH2:39][CH3:40])=[O:37])[CH:34]=1)[C:2]1[CH:7]=[CH:6][CH:5]=[CH:4][CH:3]=1. The catalyst class is: 8. (2) Reactant: [C:1]([BH3-])#[N:2].[Na+].N[C:6]1[CH:7]=[C:8]2[CH2:16][C@H:15]([C:17]3[CH:22]=[CH:21][CH:20]=[C:19]([F:23])[C:18]=3[F:24])[CH2:14][CH2:13][C@@H:12]([OH:25])[C:9]2=[N:10][CH:11]=1.C=O.[C:28](O)(=O)C. Product: [F:24][C:18]1[C:19]([F:23])=[CH:20][CH:21]=[CH:22][C:17]=1[C@@H:15]1[CH2:14][CH2:13][C@@H:12]([OH:25])[C:9]2=[N:10][CH:11]=[C:6]([N:2]([CH3:1])[CH3:28])[CH:7]=[C:8]2[CH2:16]1. The catalyst class is: 10. (3) Reactant: [Br:1][C:2]1[CH:7]=[CH:6][C:5]([OH:8])=[C:4]([F:9])[CH:3]=1.C(N(CC)CC)C.[CH2:17]([O:19][C:20](Cl)=[O:21])[CH3:18]. Product: [C:20](=[O:21])([O:19][CH2:17][CH3:18])[O:8][C:5]1[CH:6]=[CH:7][C:2]([Br:1])=[CH:3][C:4]=1[F:9]. The catalyst class is: 4.